This data is from Reaction yield outcomes from USPTO patents with 853,638 reactions. The task is: Predict the reaction yield, written as a fraction of the theoretical maximum amount of product (1.0 means a 100% yield; for example, 0.34 means a 34% yield). (1) The yield is 0.890. The product is [CH3:9][O:8][C:3]1[CH:4]=[CH:5][CH:6]=[CH:7][C:2]=1[NH:16][CH2:10][CH2:11][CH2:12][CH2:13][CH2:14][CH3:15]. The reactants are Br[C:2]1[CH:7]=[CH:6][CH:5]=[CH:4][C:3]=1[O:8][CH3:9].[CH2:10]([NH2:16])[CH2:11][CH2:12][CH2:13][CH2:14][CH3:15]. No catalyst specified. (2) The reactants are [CH3:1][C:2]([CH3:26])([CH2:20][CH2:21][CH2:22][CH2:23][CH2:24][CH3:25])[C:3]([O:5][C:6]1[CH:11]=[CH:10][C:9]([O:12]CC2C=CC=CC=2)=[CH:8][CH:7]=1)=[O:4]. The catalyst is C1COCC1.[Pd]. The product is [CH3:1][C:2]([CH3:26])([CH2:20][CH2:21][CH2:22][CH2:23][CH2:24][CH3:25])[C:3]([O:5][C:6]1[CH:11]=[CH:10][C:9]([OH:12])=[CH:8][CH:7]=1)=[O:4]. The yield is 1.00. (3) The reactants are [CH3:1][C:2]1[CH:9]=[CH:8][CH:7]=[CH:6][C:3]=1[CH:4]=O.[F:10][C:11]1[CH:12]=[C:13]([NH2:17])[CH:14]=[CH:15][CH:16]=1.[Si]([C:22]#[N:23])(C)(C)C. The catalyst is CCOCC. The product is [F:10][C:11]1[CH:12]=[C:13]([NH:17][CH:4]([C:3]2[CH:6]=[CH:7][CH:8]=[CH:9][C:2]=2[CH3:1])[C:22]#[N:23])[CH:14]=[CH:15][CH:16]=1. The yield is 0.770.